This data is from Forward reaction prediction with 1.9M reactions from USPTO patents (1976-2016). The task is: Predict the product of the given reaction. Given the reactants [O:1]1[CH2:3][C@@H:2]1[CH2:4][OH:5].[CH3:6][O:7][C:8]1[CH:9]=[CH:10][C:11]([N+:15]([O-:17])=[O:16])=[C:12](O)[CH:13]=1.C1(P(C2C=CC=CC=2)C2C=CC=CC=2)C=CC=CC=1.CCOC(/N=N/C(OCC)=O)=O, predict the reaction product. The product is: [CH3:6][O:7][C:8]1[CH:13]=[CH:12][C:11]([N+:15]([O-:17])=[O:16])=[C:10]([CH:9]=1)[O:5][CH2:4][C@H:2]1[CH2:3][O:1]1.